Dataset: Rat liver microsome stability data. Task: Regression/Classification. Given a drug SMILES string, predict its absorption, distribution, metabolism, or excretion properties. Task type varies by dataset: regression for continuous measurements (e.g., permeability, clearance, half-life) or binary classification for categorical outcomes (e.g., BBB penetration, CYP inhibition). Dataset: rlm. (1) The compound is CCCCCCOc1ccc(OC(=O)c2ccncc2)cc1. The result is 1 (stable in rat liver microsomes). (2) The drug is NC(=O)C1CCN(c2nc(-c3ccccc3F)cs2)CC1. The result is 1 (stable in rat liver microsomes). (3) The drug is COc1cc(OC)c2cc(-c3cn4nc(OC)sc4n3)oc2c1. The result is 1 (stable in rat liver microsomes).